This data is from Catalyst prediction with 721,799 reactions and 888 catalyst types from USPTO. The task is: Predict which catalyst facilitates the given reaction. (1) Reactant: Cl[C:2]1[C:3]2[C:4](=[CH:13][N:14](CC3C=CC(OC)=CC=3)[N:15]=2)[N:5]=[C:6]([C:8]2[CH:12]=[CH:11][S:10][CH:9]=2)[N:7]=1.[NH2:25][C:26]1[CH:31]=[CH:30][C:29]([NH:32][C:33]([NH:35][C:36]2[CH:37]=[C:38]([CH3:42])[CH:39]=[CH:40][CH:41]=2)=[O:34])=[CH:28][CH:27]=1.Cl. Product: [S:10]1[CH:11]=[CH:12][C:8]([C:6]2[N:7]=[C:2]([NH:25][C:26]3[CH:27]=[CH:28][C:29]([NH:32][C:33]([NH:35][C:36]4[CH:37]=[C:38]([CH3:42])[CH:39]=[CH:40][CH:41]=4)=[O:34])=[CH:30][CH:31]=3)[C:3]3[NH:15][N:14]=[CH:13][C:4]=3[N:5]=2)=[CH:9]1. The catalyst class is: 71. (2) Reactant: [CH2:1]([C:3]1[CH:4]=[N:5][C:6]([N:9]2[CH2:14][CH2:13][N:12]([C:15]3[N:22]=[CH:21][C:20](B4OC(C)(C)C(C)(C)O4)=[CH:19][C:16]=3[C:17]#[N:18])[C@@H:11]([CH3:32])[CH2:10]2)=[N:7][CH:8]=1)[CH3:2].Br[C:34]1[CH:39]=[CH:38][C:37]([N:40]2[C:44](=[O:45])[N:43]([CH3:46])[N:42]=[CH:41]2)=[C:36]([F:47])[CH:35]=1.C(=O)([O-])[O-].[Na+].[Na+]. Product: [CH2:1]([C:3]1[CH:4]=[N:5][C:6]([N:9]2[CH2:14][CH2:13][N:12]([C:15]3[N:22]=[CH:21][C:20]([C:34]4[CH:39]=[CH:38][C:37]([N:40]5[C:44](=[O:45])[N:43]([CH3:46])[N:42]=[CH:41]5)=[C:36]([F:47])[CH:35]=4)=[CH:19][C:16]=3[C:17]#[N:18])[C@@H:11]([CH3:32])[CH2:10]2)=[N:7][CH:8]=1)[CH3:2]. The catalyst class is: 427. (3) Reactant: [F:1][C:2]([F:44])([F:43])[C:3]1[CH:4]=[C:5]([CH:36]=[C:37]([C:39]([F:42])([F:41])[F:40])[CH:38]=1)[CH2:6][N:7]([CH2:14][C:15]1[C:16]([N:27]([CH2:30][CH:31]2[CH2:35][CH2:34][CH2:33][CH2:32]2)[CH2:28][CH3:29])=[N:17][C:18]2[C:23]([CH:24]=1)=[CH:22][CH:21]=C(C#N)[CH:19]=2)[C:8]1[N:9]=[N:10][N:11]([CH3:13])[N:12]=1.[Li+].[OH-:46].[CH3:47][CH2:48][OH:49]. Product: [F:1][C:2]([F:44])([F:43])[C:3]1[CH:4]=[C:5]([CH:36]=[C:37]([C:39]([F:42])([F:41])[F:40])[CH:38]=1)[CH2:6][N:7]([CH2:14][C:15]1[C:16]([N:27]([CH2:30][CH:31]2[CH2:35][CH2:34][CH2:33][CH2:32]2)[CH2:28][CH3:29])=[N:17][C:18]2[C:23]([CH:24]=1)=[CH:22][CH:21]=[C:47]([C:48]([OH:46])=[O:49])[CH:19]=2)[C:8]1[N:9]=[N:10][N:11]([CH3:13])[N:12]=1. The catalyst class is: 601. (4) Reactant: [OH:1][CH:2]([C@@H:4]1[CH2:9][CH2:8][C@H:7]([NH:10]C(=O)OC(C)(C)C)[CH2:6][CH2:5]1)[CH3:3].[ClH:18]. Product: [ClH:18].[NH2:10][C@@H:7]1[CH2:8][CH2:9][C@H:4]([CH:2]([OH:1])[CH3:3])[CH2:5][CH2:6]1. The catalyst class is: 12. (5) Reactant: [S:1]([C:5]1[S:9][C:8]([NH:10]C(=O)C)=[N:7][N:6]=1)(=[O:4])(=[O:3])[NH2:2].Cl. Product: [NH2:10][C:8]1[S:9][C:5]([S:1]([NH2:2])(=[O:4])=[O:3])=[N:6][N:7]=1. The catalyst class is: 5.